Dataset: Reaction yield outcomes from USPTO patents with 853,638 reactions. Task: Predict the reaction yield, written as a fraction of the theoretical maximum amount of product (1.0 means a 100% yield; for example, 0.34 means a 34% yield). (1) The reactants are [Cl:1][C:2]1[CH:3]=[C:4]([N:11]2[C:20]3[C:15](=[CH:16][C:17]([S:21](OC4C(F)=C(F)C(F)=C(F)C=4F)(=[O:23])=[O:22])=[CH:18][CH:19]=3)[CH:14]=[CH:13][C:12]2=[O:36])[C:5]([O:9][CH3:10])=[N:6][C:7]=1[Cl:8].[NH2:37][C:38]1[CH:42]=[CH:41][O:40][N:39]=1.C[Si]([N-][Si](C)(C)C)(C)C.[Li+].Cl. The catalyst is CCCCCCC.C(Cl)Cl.CCOC(C)=O.C1COCC1. The product is [Cl:1][C:2]1[CH:3]=[C:4]([N:11]2[C:20]3[C:15](=[CH:16][C:17]([S:21]([NH:37][C:38]4[CH:42]=[CH:41][O:40][N:39]=4)(=[O:22])=[O:23])=[CH:18][CH:19]=3)[CH:14]=[CH:13][C:12]2=[O:36])[C:5]([O:9][CH3:10])=[N:6][C:7]=1[Cl:8]. The yield is 0.800. (2) The reactants are CO[CH:3](OC)[N:4]([CH3:6])[CH3:5].[CH2:9]([O:16][N:17]1[C:23](=[O:24])[N:22]2[CH2:25][C@H:18]1[CH2:19][CH2:20][C@H:21]2[C:26]([NH2:28])=[O:27])[C:10]1[CH:15]=[CH:14][CH:13]=[CH:12][CH:11]=1. The catalyst is O1CCOCC1. The product is [CH2:9]([O:16][N:17]1[C:23](=[O:24])[N:22]2[CH2:25][C@H:18]1[CH2:19][CH2:20][C@H:21]2[C:26](/[N:28]=[CH:3]\[N:4]([CH3:6])[CH3:5])=[O:27])[C:10]1[CH:15]=[CH:14][CH:13]=[CH:12][CH:11]=1. The yield is 0.800. (3) The reactants are [C:1]([O:5][C:6]([C:8]1[CH:13]=[CH:12][C:11]([S:14]([NH2:17])(=[O:16])=[O:15])=[CH:10][C:9]=1[OH:18])=[O:7])([CH3:4])([CH3:3])[CH3:2].[Cl:19][C:20]1[CH:21]=[C:22]([NH:30][C:31](OC2C=CC=CC=2)=[O:32])[C:23](=[CH:28][CH:29]=1)[C:24]([O:26][CH3:27])=[O:25]. The yield is 1.00. The product is [C:1]([O:5][C:6]([C:8]1[CH:13]=[CH:12][C:11]([S:14]([NH:17][C:31]([NH:30][C:22]2[CH:21]=[C:20]([Cl:19])[CH:29]=[CH:28][C:23]=2[C:24]([O:26][CH3:27])=[O:25])=[O:32])(=[O:16])=[O:15])=[CH:10][C:9]=1[OH:18])=[O:7])([CH3:4])([CH3:2])[CH3:3]. No catalyst specified. (4) The reactants are [NH2:1][CH2:2][C:3]1[C:4]([F:20])=[C:5]([O:10][C:11]2[CH:12]=[C:13]([CH:16]=[C:17](Br)[CH:18]=2)[C:14]#[N:15])[C:6]([Cl:9])=[CH:7][CH:8]=1.[CH2:21]([Sn](CCCC)(CCCC)CCCC)[CH:22]=[CH2:23]. The catalyst is CN(C=O)C.[Pd].C1(P(C2C=CC=CC=2)C2C=CC=CC=2)C=CC=CC=1.C1(P(C2C=CC=CC=2)C2C=CC=CC=2)C=CC=CC=1.C1(P(C2C=CC=CC=2)C2C=CC=CC=2)C=CC=CC=1.C1(P(C2C=CC=CC=2)C2C=CC=CC=2)C=CC=CC=1. The product is [NH2:1][CH2:2][C:3]1[C:4]([F:20])=[C:5]([O:10][C:11]2[CH:12]=[C:13]([CH:16]=[C:17]([CH2:23][CH:22]=[CH2:21])[CH:18]=2)[C:14]#[N:15])[C:6]([Cl:9])=[CH:7][CH:8]=1. The yield is 0.543. (5) No catalyst specified. The yield is 0.690. The reactants are Cl.[NH:2]([C:4]1[CH:9]=[C:8]([C:10]#[N:11])[CH:7]=[CH:6][N:5]=1)[NH2:3].CN(C)/[CH:14]=[CH:15]/[C:16]([C:18]1[CH:23]=[CH:22][C:21]([N:24]([CH3:26])[CH3:25])=[CH:20][CH:19]=1)=O. The product is [CH3:25][N:24]([CH3:26])[C:21]1[CH:22]=[CH:23][C:18]([C:16]2[N:2]([C:4]3[CH:9]=[C:8]([C:10]#[N:11])[CH:7]=[CH:6][N:5]=3)[N:3]=[CH:14][CH:15]=2)=[CH:19][CH:20]=1. (6) The reactants are [O:1]1[C:5]2[CH:6]=[CH:7][C:8](B(O)O)=[CH:9][C:4]=2[O:3][CH2:2]1.O.[C:14]([OH:18])(=[O:17])[CH:15]=O.[CH3:19][N:20]1[CH2:25][CH2:24][NH:23][CH2:22][CH2:21]1. The catalyst is CCO. The product is [O:1]1[C:5]2[CH:6]=[CH:7][C:8]([CH:15]([N:23]3[CH2:24][CH2:25][N:20]([CH3:19])[CH2:21][CH2:22]3)[C:14]([OH:18])=[O:17])=[CH:9][C:4]=2[O:3][CH2:2]1. The yield is 0.740. (7) The reactants are [C:1]([O:5][C:6](=[O:19])[NH:7][CH2:8][CH2:9][CH2:10][C:11](=O)[C:12]1[CH:17]=[CH:16][CH:15]=[CH:14][CH:13]=1)([CH3:4])([CH3:3])[CH3:2].[F:20][C:21]1[CH:22]=[C:23]([CH:28]=[CH:29][CH:30]=1)[C:24]([NH:26][NH2:27])=[S:25]. The catalyst is C(O)C.C(Cl)Cl. The product is [C:1]([O:5][C:6](=[O:19])[NH:7][CH2:8][CH2:9][CH2:10][C:11]1([C:12]2[CH:17]=[CH:16][CH:15]=[CH:14][CH:13]=2)[NH:27][N:26]=[C:24]([C:23]2[CH:28]=[CH:29][CH:30]=[C:21]([F:20])[CH:22]=2)[S:25]1)([CH3:4])([CH3:3])[CH3:2]. The yield is 0.900. (8) The reactants are [F:1][C:2]1[CH:37]=[CH:36][C:5]([CH2:6][NH:7][C:8]([C:10]2[N:11]=[C:12]3[C:18]4([NH:21][C:22](=[O:31])[C:23](=[O:30])[N:24]5[CH2:29][CH2:28][NH:27][CH2:26][CH2:25]5)[CH2:19][CH2:20][CH:15]([CH2:16][CH2:17]4)[CH2:14][N:13]3[C:32](=[O:35])[C:33]=2[OH:34])=[O:9])=[CH:4][CH:3]=1.C(N(C(C)C)CC)(C)C.[CH3:47][C:48]1[O:52][N:51]=[C:50]([C:53](Cl)=[O:54])[CH:49]=1.CNC. The catalyst is ClCCl. The product is [F:1][C:2]1[CH:3]=[CH:4][C:5]([CH2:6][NH:7][C:8]([C:10]2[N:11]=[C:12]3[C:18]4([NH:21][C:22](=[O:31])[C:23]([N:24]5[CH2:25][CH2:26][N:27]([C:53]([C:50]6[CH:49]=[C:48]([CH3:47])[O:52][N:51]=6)=[O:54])[CH2:28][CH2:29]5)=[O:30])[CH2:19][CH2:20][CH:15]([CH2:16][CH2:17]4)[CH2:14][N:13]3[C:32](=[O:35])[C:33]=2[OH:34])=[O:9])=[CH:36][CH:37]=1. The yield is 0.490. (9) The reactants are [F:1][C:2]1[CH:10]=[CH:9][CH:8]=[CH:7][C:3]=1[C:4]([NH2:6])=[O:5].[Cl:11][CH2:12][C:13]([CH2:15]Cl)=O. The catalyst is CCOC(C)=O. The product is [Cl:11][CH2:12][C:13]1[N:6]=[C:4]([C:3]2[CH:7]=[CH:8][CH:9]=[CH:10][C:2]=2[F:1])[O:5][CH:15]=1. The yield is 0.660. (10) The reactants are [C:1]1([O:7][C:8]2[CH:9]=[C:10]([CH2:14]O)[CH:11]=[CH:12][CH:13]=2)[CH:6]=[CH:5][CH:4]=[CH:3][CH:2]=1.S(Cl)([Cl:18])=O. The catalyst is C(Cl)(Cl)Cl. The product is [Cl:18][CH2:14][C:10]1[CH:11]=[CH:12][CH:13]=[C:8]([O:7][C:1]2[CH:6]=[CH:5][CH:4]=[CH:3][CH:2]=2)[CH:9]=1. The yield is 0.980.